This data is from Full USPTO retrosynthesis dataset with 1.9M reactions from patents (1976-2016). The task is: Predict the reactants needed to synthesize the given product. (1) Given the product [OH:2][CH2:1][C:3]1[CH:4]=[CH:5][C:6]2[O:11][CH:10]([C:12]([F:14])([F:15])[F:13])[C:9]([C:16]([OH:18])=[O:17])=[CH:8][C:7]=2[CH:19]=1, predict the reactants needed to synthesize it. The reactants are: [CH:1]([C:3]1[CH:4]=[CH:5][C:6]2[O:11][CH:10]([C:12]([F:15])([F:14])[F:13])[C:9]([C:16]([OH:18])=[O:17])=[CH:8][C:7]=2[CH:19]=1)=[O:2].[BH4-].[Na+]. (2) Given the product [OH:1][C@@H:2]1[CH2:25][CH2:24][C@@:23]2([CH3:26])[C@H:4]([C@@H:5]([CH2:29][CH3:30])[C@@H:6]([OH:28])[C@@H:7]3[C@@H:22]2[CH2:21][CH2:20][C@@:19]2([CH3:27])[C@H:8]3[CH2:9][CH2:10][C@@H:11]2[C@H:12]([CH3:18])[CH2:13][CH2:14][C:15]([OH:17])=[O:16])[CH2:3]1, predict the reactants needed to synthesize it. The reactants are: [OH:1][C@@H:2]1[CH2:25][CH2:24][C@@:23]2([CH3:26])[C@H:4]([C@@H:5]([CH2:29][CH3:30])[C:6](=[O:28])[C@@H:7]3[C@@H:22]2[CH2:21][CH2:20][C@@:19]2([CH3:27])[C@H:8]3[CH2:9][CH2:10][C@@H:11]2[C@H:12]([CH3:18])[CH2:13][CH2:14][C:15]([OH:17])=[O:16])[CH2:3]1.[OH-].[Na+].[BH4-].[Na+].C(O)(=O)CC(CC(O)=O)(C(O)=O)O. (3) The reactants are: OC[C@@H](NC(C1C=NC(N2CCCC2)=C(OCCC)N=1)=O)CC(C)C.[CH:26]1([NH:32][C:33]2[N:34]=[CH:35][C:36]([C:45]([OH:47])=O)=[N:37][C:38]=2[O:39][CH2:40][C:41]([CH3:44])([CH3:43])[CH3:42])[CH2:31][CH2:30][CH2:29][CH2:28][CH2:27]1.[CH3:48][O:49][C:50](=[O:57])[C:51]([NH2:56])([CH2:54][CH3:55])[CH2:52][CH3:53]. Given the product [CH3:48][O:49][C:50](=[O:57])[C:51]([NH:56][C:45]([C:36]1[CH:35]=[N:34][C:33]([NH:32][CH:26]2[CH2:27][CH2:28][CH2:29][CH2:30][CH2:31]2)=[C:38]([O:39][CH2:40][C:41]([CH3:44])([CH3:43])[CH3:42])[N:37]=1)=[O:47])([CH2:54][CH3:55])[CH2:52][CH3:53], predict the reactants needed to synthesize it. (4) The reactants are: C[O:2][C:3](=[O:22])[C:4]1[CH:9]=[C:8]([O:10][CH2:11][CH3:12])[C:7]([C:13]2[CH:14]=[N:15][N:16]([CH3:18])[CH:17]=2)=[C:6]([O:19][CH2:20][CH3:21])[CH:5]=1.Cl. Given the product [CH2:20]([O:19][C:6]1[CH:5]=[C:4]([CH:9]=[C:8]([O:10][CH2:11][CH3:12])[C:7]=1[C:13]1[CH:14]=[N:15][N:16]([CH3:18])[CH:17]=1)[C:3]([OH:22])=[O:2])[CH3:21], predict the reactants needed to synthesize it.